The task is: Predict the reaction yield, written as a fraction of the theoretical maximum amount of product (1.0 means a 100% yield; for example, 0.34 means a 34% yield).. This data is from Reaction yield outcomes from USPTO patents with 853,638 reactions. (1) The reactants are C1C=CC(P(C2C=CC=CC=2)C2C=CC=CC=2)=CC=1.O[CH2:21][CH2:22][CH2:23][CH2:24]/[C:25](/[C:36]([O:38][CH3:39])=[O:37])=[C:26](/[C:32]([O:34][CH3:35])=[O:33])\[CH2:27][C:28]([O:30][CH3:31])=[O:29].C(Br)(Br)(Br)[Br:41]. The catalyst is C(Cl)Cl. The product is [Br:41][CH2:21][CH2:22][CH2:23][CH2:24]/[C:25](/[C:36]([O:38][CH3:39])=[O:37])=[C:26](/[C:32]([O:34][CH3:35])=[O:33])\[CH2:27][C:28]([O:30][CH3:31])=[O:29]. The yield is 0.600. (2) The reactants are Br[C:2]1[C:3]([O:13][CH:14]2[CH2:19][CH2:18][CH2:17][CH2:16][O:15]2)=[CH:4][C:5]([F:12])=[C:6]([CH:11]=1)[C:7]([O:9][CH3:10])=[O:8].COC1C=CC=C(OC)[C:27]=1[C:28]1[CH:29]=[CH:30][CH:31]=[CH:32][C:33]=1P(C1CCCCC1)C1CCCCC1.P([O-])([O-])([O-])=O.[K+].[K+].[K+].CC1(C)C(B2OC(C)(C)C(C)(C)O2)=CCC1. The catalyst is CN(C=O)C.O.C([O-])(=O)C.[Pd+2].C([O-])(=O)C. The product is [CH3:29][C:28]1([CH3:27])[C:33]([C:2]2[C:3]([O:13][CH:14]3[CH2:19][CH2:18][CH2:17][CH2:16][O:15]3)=[CH:4][C:5]([F:12])=[C:6]([CH:11]=2)[C:7]([O:9][CH3:10])=[O:8])=[CH:32][CH2:31][CH2:30]1. The yield is 0.520.